This data is from Catalyst prediction with 721,799 reactions and 888 catalyst types from USPTO. The task is: Predict which catalyst facilitates the given reaction. (1) Reactant: Cl[C:2]1[N:7]=[CH:6][C:5]2[N:8]=[CH:9][N:10]([CH:11]3[CH2:13][CH2:12]3)[C:4]=2[CH:3]=1.[CH2:14]([C:16]1[CH:22]=[CH:21][CH:20]=[CH:19][C:17]=1[NH2:18])[CH3:15].C(=O)([O-])[O-].[Cs+].[Cs+]. Product: [CH:11]1([N:10]2[C:4]3[CH:3]=[C:2]([NH:18][C:17]4[CH:19]=[CH:20][CH:21]=[CH:22][C:16]=4[CH2:14][CH3:15])[N:7]=[CH:6][C:5]=3[N:8]=[CH:9]2)[CH2:13][CH2:12]1. The catalyst class is: 505. (2) The catalyst class is: 231. Reactant: Br[C:2]1[N:7]=[CH:6][C:5]([C:8]2[C:12]3[CH2:13][C:14]4[S:15][CH:16]=[CH:17][C:18]=4[C:11]=3[N:10]([CH2:19][O:20][CH2:21][CH2:22][Si:23]([CH3:26])([CH3:25])[CH3:24])[N:9]=2)=[CH:4][CH:3]=1.[C:27]([NH2:30])(=[O:29])[CH3:28].C([O-])([O-])=O.[Cs+].[Cs+].CC1(C)C2C(=C(P(C3C=CC=CC=3)C3C=CC=CC=3)C=CC=2)OC2C(P(C3C=CC=CC=3)C3C=CC=CC=3)=CC=CC1=2. Product: [CH3:24][Si:23]([CH3:26])([CH3:25])[CH2:22][CH2:21][O:20][CH2:19][N:10]1[C:11]2[C:18]3[CH:17]=[CH:16][S:15][C:14]=3[CH2:13][C:12]=2[C:8]([C:5]2[CH:4]=[CH:3][C:2]([NH:30][C:27](=[O:29])[CH3:28])=[N:7][CH:6]=2)=[N:9]1. (3) Reactant: [F:1][C:2]([F:13])([F:12])[C:3]1[NH:11][C:6]2=[N:7][CH:8]=[CH:9][CH:10]=[C:5]2[CH:4]=1.ClC1C=C(C=CC=1)C(OO)=[O:19]. Product: [F:13][C:2]([F:1])([F:12])[C:3]1[NH:11][C:6]2=[N+:7]([O-:19])[CH:8]=[CH:9][CH:10]=[C:5]2[CH:4]=1. The catalyst class is: 25. (4) Reactant: [CH3:1][O:2][C:3]1[CH:4]=[C:5]([CH2:13][CH2:14][C:15]([O:17]CCC)=[O:16])[CH:6]=[CH:7][C:8]=1[O:9][CH2:10][CH2:11][CH3:12].[OH-].[Na+].Cl. Product: [CH3:1][O:2][C:3]1[CH:4]=[C:5]([CH2:13][CH2:14][C:15]([OH:17])=[O:16])[CH:6]=[CH:7][C:8]=1[O:9][CH2:10][CH2:11][CH3:12]. The catalyst class is: 12. (5) The catalyst class is: 5. Product: [Cl:1][C:2]1([Cl:15])[CH2:4][CH:3]1[C:5]1[CH:10]=[CH:9][CH:8]=[CH:7][C:6]=1[O:11][CH2:12][O:13][CH3:14].[ClH:1]. Reactant: [Cl:1][C:2]1([Cl:15])[CH2:4][CH:3]1[C:5]1[CH:10]=[CH:9][CH:8]=[CH:7][C:6]=1[O:11][CH2:12][O:13][CH3:14]. (6) The catalyst class is: 161. Product: [NH2:32][C:21]1[S:22][CH2:23][C@@H:24]2[C@@H:25]([C:28]([F:31])([F:29])[F:30])[O:26][CH2:27][C@:19]2([C:17]2[CH:18]=[C:13]([NH:12][C:9]([C:6]3[CH:5]=[N:4][C:3]([CH2:2][F:1])=[CH:8][N:7]=3)=[O:11])[CH:14]=[CH:15][C:16]=2[F:33])[N:20]=1. Reactant: [F:1][CH2:2][C:3]1[N:4]=[CH:5][C:6]([C:9]([OH:11])=O)=[N:7][CH:8]=1.[NH2:12][C:13]1[CH:14]=[CH:15][C:16]([F:33])=[C:17]([C@:19]23[CH2:27][O:26][C@H:25]([C:28]([F:31])([F:30])[F:29])[C@H:24]2[CH2:23][S:22][C:21]([NH2:32])=[N:20]3)[CH:18]=1.[OH-].[NH4+]. (7) The catalyst class is: 14. Product: [Cl:8][C:6]1[N:5]=[CH:4][N:3]=[C:2]([NH:9][C:10]2[CH:15]=[CH:14][CH:13]=[CH:12][CH:11]=2)[CH:7]=1. Reactant: Cl[C:2]1[CH:7]=[C:6]([Cl:8])[N:5]=[CH:4][N:3]=1.[NH2:9][C:10]1[CH:15]=[CH:14][CH:13]=[CH:12][CH:11]=1.C([O-])(O)=O.[Na+]. (8) Reactant: [CH2:1]([O:3][C:4](=[O:28])[CH:5]([CH:11]([C:16]1[C:21]([O:22][CH3:23])=[CH:20][C:19]([O:24][CH3:25])=[CH:18][C:17]=1[O:26][CH3:27])[CH2:12][N+:13]([O-])=O)[C:6](OCC)=[O:7])[CH3:2]. Product: [CH2:1]([O:3][C:4]([CH:5]1[CH:11]([C:16]2[C:21]([O:22][CH3:23])=[CH:20][C:19]([O:24][CH3:25])=[CH:18][C:17]=2[O:26][CH3:27])[CH2:12][NH:13][C:6]1=[O:7])=[O:28])[CH3:2]. The catalyst class is: 94.